Dataset: Full USPTO retrosynthesis dataset with 1.9M reactions from patents (1976-2016). Task: Predict the reactants needed to synthesize the given product. (1) Given the product [CH3:1][C:2]1([CH3:32])[C:11]2[CH:10]=[C:9]([CH:12]([OH:24])[CH:13]=[CH:14][C:15]3[CH:23]=[CH:22][C:18]([C:19]([OH:21])=[O:20])=[CH:17][CH:16]=3)[CH:8]=[CH:7][C:6]=2[C:5]([C:25]2[CH:26]=[CH:27][C:28]([CH3:31])=[CH:29][CH:30]=2)=[CH:4][CH2:3]1, predict the reactants needed to synthesize it. The reactants are: [CH3:1][C:2]1([CH3:32])[C:11]2[CH:10]=[C:9]([C:12](=[O:24])[CH:13]=[CH:14][C:15]3[CH:23]=[CH:22][C:18]([C:19]([OH:21])=[O:20])=[CH:17][CH:16]=3)[CH:8]=[CH:7][C:6]=2[C:5]([C:25]2[CH:30]=[CH:29][C:28]([CH3:31])=[CH:27][CH:26]=2)=[CH:4][CH2:3]1.[Cl-].[Cs+].[BH4-].[Na+].[Cl-].[NH4+]. (2) Given the product [F:1][CH:2]([F:22])[CH:3]([C:5]1[CH:6]=[C:7]([C:19]([NH:31][C@@H:29]([C:27]2[O:26][N:25]=[C:24]([CH3:23])[N:28]=2)[CH3:30])=[O:20])[CH:8]=[C:9]([C:11]2[CH:16]=[CH:15][C:14]([F:17])=[CH:13][C:12]=2[F:18])[CH:10]=1)[OH:4], predict the reactants needed to synthesize it. The reactants are: [F:1][CH:2]([F:22])[CH:3]([C:5]1[CH:6]=[C:7]([C:19](O)=[O:20])[CH:8]=[C:9]([C:11]2[CH:16]=[CH:15][C:14]([F:17])=[CH:13][C:12]=2[F:18])[CH:10]=1)[OH:4].[CH3:23][C:24]1[N:28]=[C:27]([C@H:29]([NH2:31])[CH3:30])[O:26][N:25]=1.C(Cl)CCl.C1C=NC2N(O)N=NC=2C=1.C(N(CC)CC)C.C(=O)(O)[O-].[Na+]. (3) Given the product [CH2:1]([NH:3][C:4]([NH:19][C:17]1[S:18][C:14]([C:11]2[CH:12]=[CH:13][C:8]([O:7][CH3:6])=[CH:9][CH:10]=2)=[C:15]([CH3:20])[N:16]=1)=[O:5])[CH3:2], predict the reactants needed to synthesize it. The reactants are: [CH2:1]([N:3]=[C:4]=[O:5])[CH3:2].[CH3:6][O:7][C:8]1[CH:13]=[CH:12][C:11]([C:14]2[S:18][C:17]([NH2:19])=[N:16][C:15]=2[CH3:20])=[CH:10][CH:9]=1. (4) The reactants are: [Si]([O:8][CH2:9][CH2:10][N:11]([C:22]1[CH:23]=[C:24]2[C:28](=[C:29]([CH:31]3[CH2:33][CH2:32]3)[CH:30]=1)[N:27]([C:34]1[CH:35]=[N:36][C:37]([CH3:40])=[CH:38][CH:39]=1)[CH:26]=[CH:25]2)[C:12]([C:14]1[C:15]([Cl:21])=[N:16][CH:17]=[N:18][C:19]=1[Cl:20])=[O:13])(C(C)(C)C)(C)C.Cl. Given the product [Cl:20][C:19]1[C:14]([C:12]([N:11]([C:22]2[CH:23]=[C:24]3[C:28](=[C:29]([CH:31]4[CH2:33][CH2:32]4)[CH:30]=2)[N:27]([C:34]2[CH:35]=[N:36][C:37]([CH3:40])=[CH:38][CH:39]=2)[CH:26]=[CH:25]3)[CH2:10][CH2:9][OH:8])=[O:13])=[C:15]([Cl:21])[N:16]=[CH:17][N:18]=1, predict the reactants needed to synthesize it. (5) The reactants are: [CH3:1][C:2]1[S:3][C:4]2[C:13]3[C:12](=[CH:14][C:15]#[N:16])[CH2:11][CH2:10][C:9]=3[CH:8]=[CH:7][C:5]=2[N:6]=1. Given the product [CH3:1][C:2]1[S:3][C:4]2[C:13]3[C:12](=[CH:14][CH2:15][NH2:16])[CH2:11][CH2:10][C:9]=3[CH:8]=[CH:7][C:5]=2[N:6]=1, predict the reactants needed to synthesize it. (6) Given the product [Cl:18][C:19]1[CH:20]=[C:21]2[C:26](=[CH:27][CH:28]=1)[CH:25]=[C:24]([S:29]([CH2:32][CH2:33][CH2:34][N:40]([CH3:43])[C:45]([NH:46][CH:47]1[CH2:48][CH2:49][N:50]([C:53]3[CH:54]=[CH:55][N:56]=[CH:57][CH:58]=3)[CH2:51][CH2:52]1)=[O:8])(=[O:30])=[O:31])[CH:23]=[CH:22]2, predict the reactants needed to synthesize it. The reactants are: C1(P(N=[N+]=[N-])(C2C=CC=CC=2)=[O:8])C=CC=CC=1.[Cl:18][C:19]1[CH:20]=[C:21]2[C:26](=[CH:27][CH:28]=1)[CH:25]=[C:24]([S:29]([CH2:32][CH2:33][CH2:34]C(O)=O)(=[O:31])=[O:30])[CH:23]=[CH:22]2.C([N:40]([CH2:43]C)CC)C.[CH3:45][NH:46][CH:47]1[CH2:52][CH2:51][N:50]([C:53]2[CH:58]=[CH:57][N:56]=[CH:55][CH:54]=2)[CH2:49][CH2:48]1. (7) Given the product [CH3:19][CH2:20][CH2:21][CH2:22][CH2:23][CH2:24][CH2:25][CH2:26][CH:27]=[CH:28][CH2:29][CH2:30][CH2:31][CH2:32][CH2:33][CH2:34][CH2:35][CH3:36].[C:61]([O:15][CH2:14][CH3:13])(=[O:37])[CH2:60][CH2:59][CH2:58][CH2:57][CH2:56][CH2:55][CH2:54][CH:53]=[CH:52][CH2:51][CH2:50][CH2:49][CH2:48][CH2:47][CH2:46][CH2:45][C:44]([O:63][CH2:64][CH3:65])=[O:62], predict the reactants needed to synthesize it. The reactants are: C1CCC[C:14](=[O:15])[CH2:13]CCCCCCC=CCCC1.[C:19](O)(=[O:37])[CH2:20][CH2:21][CH2:22][CH2:23][CH2:24][CH2:25][CH2:26]/[CH:27]=[CH:28]\[CH2:29][CH2:30][CH2:31][CH2:32][CH2:33][CH2:34][CH2:35][CH3:36].S(=O)(=O)(O)O.[C:44]([O:63][CH2:64][CH3:65])(=[O:62])[CH2:45][CH2:46][CH2:47][CH2:48][CH2:49][CH2:50][CH2:51]/[CH:52]=[CH:53]\[CH2:54][CH2:55][CH2:56][CH2:57][CH2:58][CH2:59][CH2:60][CH3:61].[Sn](C)(C)(C)C.